From a dataset of Full USPTO retrosynthesis dataset with 1.9M reactions from patents (1976-2016). Predict the reactants needed to synthesize the given product. (1) Given the product [CH3:1][O:2][C:3]1[CH:8]=[CH:7][CH:6]=[CH:5][C:4]=1[CH2:9][CH2:10][CH2:11][CH2:12][CH2:13][CH2:14][CH2:15][O:16][C:17]1[CH:18]=[CH:19][CH:20]=[CH:21][CH:22]=1, predict the reactants needed to synthesize it. The reactants are: [CH3:1][O:2][C:3]1[CH:8]=[CH:7][CH:6]=[CH:5][C:4]=1[CH:9]=[CH:10][CH2:11][CH2:12][CH2:13][CH2:14][CH2:15][O:16][C:17]1[CH:22]=[CH:21][CH:20]=[CH:19][CH:18]=1. (2) Given the product [F:9][C:10]([F:21])([F:20])[C:11]1[CH:12]=[CH:13][C:14]([C:6]2[CH:2]=[C:3]([CH:7]=[O:8])[S:4][CH:5]=2)=[CH:15][CH:16]=1, predict the reactants needed to synthesize it. The reactants are: Br[C:2]1[CH:6]=[CH:5][S:4][C:3]=1[CH:7]=[O:8].[F:9][C:10]([F:21])([F:20])[C:11]1[CH:12]=[C:13](B(O)O)[CH:14]=[CH:15][CH:16]=1.C(=O)([O-])[O-].[Na+].[Na+].O. (3) The reactants are: Br[CH2:2][CH2:3][C:4]([O:6][C:7]([CH3:10])([CH3:9])[CH3:8])=[O:5].Cl[C:12](=[O:17])[C:13]([O:15][CH3:16])=[O:14].C(OC(CCCCCC(=O)C(OC)=O)=O)(C)(C)C. Given the product [C:7]([O:6][C:4]([CH2:3][CH2:2][C:12](=[O:17])[C:13]([O:15][CH3:16])=[O:14])=[O:5])([CH3:10])([CH3:9])[CH3:8], predict the reactants needed to synthesize it. (4) Given the product [OH:2][C:3]1[C:11]2[O:10][C:9]([CH3:12])([CH3:13])[C:8](=[O:14])[C:7]=2[C:6]([CH3:15])=[CH:5][C:4]=1[CH3:16], predict the reactants needed to synthesize it. The reactants are: C[O:2][C:3]1[C:11]2[O:10][C:9]([CH3:13])([CH3:12])[C:8](=[O:14])[C:7]=2[C:6]([CH3:15])=[CH:5][C:4]=1[CH3:16].Br.O.C(=O)(O)[O-].[Na+]. (5) Given the product [CH3:1][O:2][C:3]1[CH:8]=[C:7]([C:15]#[C:14][CH2:13][OH:16])[CH:6]=[CH:5][C:4]=1[N+:10]([O-:12])=[O:11], predict the reactants needed to synthesize it. The reactants are: [CH3:1][O:2][C:3]1[CH:8]=[C:7](Br)[CH:6]=[CH:5][C:4]=1[N+:10]([O-:12])=[O:11].[CH2:13]([OH:16])[C:14]#[CH:15].C1N2CCN(CC2)C1. (6) Given the product [Cl:23][C:24]1[C:25]([C:38]([NH:17][C:12]2[CH:13]=[CH:14][CH:15]=[C:16]3[C:11]=2[CH:10]=[CH:9][N:8]=[C:7]3[O:6][C:5]2[CH:18]=[CH:19][CH:20]=[C:3]([C:2]([F:1])([F:21])[F:22])[CH:4]=2)=[O:39])=[N:26][C:27]([CH2:30][NH:31][C:32](=[O:37])[C:33]([CH3:36])([CH3:34])[CH3:35])=[CH:28][CH:29]=1, predict the reactants needed to synthesize it. The reactants are: [F:1][C:2]([F:22])([F:21])[C:3]1[CH:4]=[C:5]([CH:18]=[CH:19][CH:20]=1)[O:6][C:7]1[C:16]2[CH:15]=[CH:14][CH:13]=[C:12]([NH2:17])[C:11]=2[CH:10]=[CH:9][N:8]=1.[Cl:23][C:24]1[C:25]([C:38](O)=[O:39])=[N:26][C:27]([CH2:30][NH:31][C:32](=[O:37])[C:33]([CH3:36])([CH3:35])[CH3:34])=[CH:28][CH:29]=1.C(Cl)(=O)C(Cl)=O.CCN(C(C)C)C(C)C. (7) The reactants are: [OH:1][C:2]1[CH:6]=[C:5]([C:7]([O:9]C)=O)[O:4][N:3]=1.[CH3:11][NH:12][CH2:13][CH2:14][CH:15]1[CH2:20][CH2:19][N:18]([C:21]([O:23][CH2:24][C:25]2[CH:30]=[C:29]([Cl:31])[CH:28]=[C:27]([Cl:32])[CH:26]=2)=[O:22])[CH2:17][CH2:16]1.N1CCCN2CCCN=C12. Given the product [OH:1][C:2]1[CH:6]=[C:5]([C:7]([N:12]([CH2:13][CH2:14][CH:15]2[CH2:16][CH2:17][N:18]([C:21]([O:23][CH2:24][C:25]3[CH:26]=[C:27]([Cl:32])[CH:28]=[C:29]([Cl:31])[CH:30]=3)=[O:22])[CH2:19][CH2:20]2)[CH3:11])=[O:9])[O:4][N:3]=1, predict the reactants needed to synthesize it. (8) Given the product [F:20][C:18]1[CH:17]=[C:16]([C@@H:21]([CH:35]2[CH2:40][CH2:39][N:38]([S:41]([CH3:44])(=[O:42])=[O:43])[CH2:37][CH2:36]2)[CH2:22][CH2:23][N:24]2[CH2:29][CH2:28][CH:27]([N:30]([CH2:31][CH:32]([CH3:33])[CH3:34])[C:9](=[O:11])[CH2:8][N:5]3[CH2:4][CH2:3][S:2](=[O:1])(=[O:12])[CH2:7][CH2:6]3)[CH2:26][CH2:25]2)[CH:15]=[C:14]([F:13])[CH:19]=1, predict the reactants needed to synthesize it. The reactants are: [O:1]=[S:2]1(=[O:12])[CH2:7][CH2:6][N:5]([CH2:8][C:9]([OH:11])=O)[CH2:4][CH2:3]1.[F:13][C:14]1[CH:15]=[C:16]([C@@H:21]([CH:35]2[CH2:40][CH2:39][N:38]([S:41]([CH3:44])(=[O:43])=[O:42])[CH2:37][CH2:36]2)[CH2:22][CH2:23][N:24]2[CH2:29][CH2:28][CH:27]([NH:30][CH2:31][CH:32]([CH3:34])[CH3:33])[CH2:26][CH2:25]2)[CH:17]=[C:18]([F:20])[CH:19]=1. (9) Given the product [CH2:26]([C:33]1[CH:38]=[C:37]([CH3:39])[N:36]=[C:35]([NH:54][C:44]2[CH:45]=[CH:46][C:47]([N:48]3[CH:52]=[N:51][C:50]([CH3:53])=[N:49]3)=[C:42]([F:41])[CH:43]=2)[N:34]=1)[C:27]1[CH:32]=[CH:31][CH:30]=[CH:29][CH:28]=1, predict the reactants needed to synthesize it. The reactants are: C1(P(C2CCCCC2)C2C=CC=CC=2C2C=CC=CC=2)CCCCC1.[CH2:26]([C:33]1[CH:38]=[C:37]([CH3:39])[N:36]=[C:35](Cl)[N:34]=1)[C:27]1[CH:32]=[CH:31][CH:30]=[CH:29][CH:28]=1.[F:41][C:42]1[CH:43]=[C:44]([NH2:54])[CH:45]=[CH:46][C:47]=1[N:48]1[CH:52]=[N:51][C:50]([CH3:53])=[N:49]1.C(=O)([O-])[O-].[K+].[K+].